Dataset: Catalyst prediction with 721,799 reactions and 888 catalyst types from USPTO. Task: Predict which catalyst facilitates the given reaction. (1) Reactant: C([O:3][C:4](=[O:40])[CH2:5][N:6]1[CH2:11][CH2:10][N:9]([CH2:12][C:13]2[C:14]([C:34]3[S:35][CH:36]=[CH:37][CH:38]=3)=[N:15][C:16]3[C:21]([C:22]=2[C:23](=[O:33])[NH:24][C@H:25]([CH:27]2[CH2:32][CH2:31][CH2:30][CH2:29][CH2:28]2)[CH3:26])=[CH:20][CH:19]=[CH:18][CH:17]=3)[C:8](=[O:39])[CH2:7]1)C.[OH-].[Li+]. Product: [CH:27]1([C@@H:25]([NH:24][C:23]([C:22]2[C:21]3[C:16](=[CH:17][CH:18]=[CH:19][CH:20]=3)[N:15]=[C:14]([C:34]3[S:35][CH:36]=[CH:37][CH:38]=3)[C:13]=2[CH2:12][N:9]2[CH2:10][CH2:11][N:6]([CH2:5][C:4]([OH:40])=[O:3])[CH2:7][C:8]2=[O:39])=[O:33])[CH3:26])[CH2:28][CH2:29][CH2:30][CH2:31][CH2:32]1. The catalyst class is: 8. (2) Reactant: [CH3:1][CH:2]([CH3:13])[CH2:3][O:4][C:5]1[N:10]=[C:9]([NH2:11])[N:8]=[C:7]([NH2:12])[CH:6]=1.[N:14]([O-])=[O:15].[Na+]. Product: [N:14]([C:6]1[C:7]([NH2:12])=[N:8][C:9]([NH2:11])=[N:10][C:5]=1[O:4][CH2:3][CH:2]([CH3:13])[CH3:1])=[O:15]. The catalyst class is: 86. (3) Reactant: [Cl:1][CH2:2][C:3](Cl)=O.[NH2:6][C:7]1[CH:22]=[CH:21][CH:20]=[C:19]([CH3:23])[C:8]=1[C:9]([NH:11][C:12]1[CH:17]=[CH:16][CH:15]=[CH:14][C:13]=1[Cl:18])=[O:10]. Product: [Cl:1][CH2:2][C:3]1[N:11]([C:12]2[CH:17]=[CH:16][CH:15]=[CH:14][C:13]=2[Cl:18])[C:9](=[O:10])[C:8]2[C:7](=[CH:22][CH:21]=[CH:20][C:19]=2[CH3:23])[N:6]=1. The catalyst class is: 15. (4) Reactant: C([O:8][C:9]([C:11]1[CH:20]=[CH:19][C:18]2[C:13](=[CH:14][CH:15]=[CH:16][C:17]=2[O:21][CH2:22][C:23]2[CH:28]=[CH:27][CH:26]=[CH:25][CH:24]=2)[C:12]=1[O:29][CH2:30][C:31]1[CH:36]=[CH:35][CH:34]=[CH:33][CH:32]=1)=[O:10])C1C=CC=CC=1.CO.[OH-].[Na+].C(O)(=O)CC(CC(O)=O)(C(O)=O)O. Product: [CH2:30]([O:29][C:12]1[C:13]2[C:18](=[C:17]([O:21][CH2:22][C:23]3[CH:28]=[CH:27][CH:26]=[CH:25][CH:24]=3)[CH:16]=[CH:15][CH:14]=2)[CH:19]=[CH:20][C:11]=1[C:9]([OH:10])=[O:8])[C:31]1[CH:36]=[CH:35][CH:34]=[CH:33][CH:32]=1. The catalyst class is: 6. (5) Reactant: [NH2:1][C:2]1[C:7](/[CH:8]=[CH:9]/[C:10](OCC)=[O:11])=[CH:6][N:5]=[C:4]([O:15][CH3:16])[N:3]=1.C[O-].[Na+].CO. Product: [CH3:16][O:15][C:4]1[N:5]=[CH:6][C:7]2[CH:8]=[CH:9][C:10](=[O:11])[NH:1][C:2]=2[N:3]=1. The catalyst class is: 5. (6) Reactant: [C:1]([O:5][C:6]([N:8]1[CH2:13][CH2:12][NH:11][CH2:10][CH2:9]1)=[O:7])([CH3:4])([CH3:3])[CH3:2].Cl[C:15]1[N:19]([C:20]2[CH:25]=[CH:24][CH:23]=[CH:22][CH:21]=2)[N:18]=[C:17]([CH3:26])[C:16]=1[CH:27]=[O:28].C(=O)([O-])[O-].[K+].[K+]. Product: [CH:27]([C:16]1[C:17]([CH3:26])=[N:18][N:19]([C:20]2[CH:21]=[CH:22][CH:23]=[CH:24][CH:25]=2)[C:15]=1[N:11]1[CH2:12][CH2:13][N:8]([C:6]([O:5][C:1]([CH3:4])([CH3:2])[CH3:3])=[O:7])[CH2:9][CH2:10]1)=[O:28]. The catalyst class is: 3. (7) The catalyst class is: 67. Reactant: COC1C=CC(C[N:8]2[C:17]3[C:12](=[N:13][CH:14]=[C:15]([N:18]4[CH2:21][CH:20]([N:22]5[CH2:27][CH2:26][N:25]([CH:28]([CH3:30])[CH3:29])[CH2:24][CH2:23]5)[CH2:19]4)[CH:16]=3)[CH:11]=[CH:10][C:9]2=[O:31])=CC=1. Product: [CH:28]([N:25]1[CH2:26][CH2:27][N:22]([CH:20]2[CH2:19][N:18]([C:15]3[CH:16]=[C:17]4[C:12]([CH:11]=[CH:10][C:9](=[O:31])[NH:8]4)=[N:13][CH:14]=3)[CH2:21]2)[CH2:23][CH2:24]1)([CH3:30])[CH3:29].